This data is from Catalyst prediction with 721,799 reactions and 888 catalyst types from USPTO. The task is: Predict which catalyst facilitates the given reaction. Reactant: [CH3:1][O:2][CH:3]([O:16][CH3:17])[C:4]1[CH:9]=[C:8](F)[C:7]([N+:11]([O-:13])=[O:12])=[CH:6][C:5]=1[O:14][CH3:15].[NH2:18][C:19]1[S:20][C:21]([C:31]([NH2:33])=[O:32])=[C:22]([C:24]2[CH:29]=[CH:28][CH:27]=[C:26]([Cl:30])[CH:25]=2)[N:23]=1.C(=O)([O-])[O-].[Cs+].[Cs+].[Cl-].[NH4+]. Product: [Cl:30][C:26]1[CH:25]=[C:24]([C:22]2[N:23]=[C:19]([NH:18][C:8]3[CH:9]=[C:4]([CH:3]([O:16][CH3:17])[O:2][CH3:1])[C:5]([O:14][CH3:15])=[CH:6][C:7]=3[N+:11]([O-:13])=[O:12])[S:20][C:21]=2[C:31]([NH2:33])=[O:32])[CH:29]=[CH:28][CH:27]=1. The catalyst class is: 9.